From a dataset of Full USPTO retrosynthesis dataset with 1.9M reactions from patents (1976-2016). Predict the reactants needed to synthesize the given product. (1) The reactants are: [I:1][C:2]1[N:7]=[N:6][C:5]([NH2:8])=[CH:4][CH:3]=1.Br[CH:10]([CH3:17])[C:11](=O)[C:12]([F:15])([F:14])[F:13]. Given the product [I:1][C:2]1[CH:3]=[CH:4][C:5]2[N:6]([C:10]([CH3:17])=[C:11]([C:12]([F:15])([F:14])[F:13])[N:8]=2)[N:7]=1, predict the reactants needed to synthesize it. (2) Given the product [CH2:23]([N:25]([CH2:26][CH3:27])[C:2]1[C:3]([C:16]2[CH:21]=[CH:20][C:19]([F:22])=[CH:18][CH:17]=2)=[N:4][C:5]2[C:10]([N:11]=1)=[CH:9][C:8]([C:12]([O:14][CH3:15])=[O:13])=[CH:7][CH:6]=2)[CH3:24], predict the reactants needed to synthesize it. The reactants are: Cl[C:2]1[C:3]([C:16]2[CH:21]=[CH:20][C:19]([F:22])=[CH:18][CH:17]=2)=[N:4][C:5]2[C:10]([N:11]=1)=[CH:9][C:8]([C:12]([O:14][CH3:15])=[O:13])=[CH:7][CH:6]=2.[CH2:23]([NH:25][CH2:26][CH3:27])[CH3:24].CCN(C(C)C)C(C)C. (3) Given the product [OH:6][C:7]1[CH:12]=[CH:11][C:10]([C:13]2[CH:18]=[CH:17][CH:16]=[C:15]([C:19]([O:21][CH3:22])=[O:20])[CH:14]=2)=[CH:9][C:8]=1[CH3:23], predict the reactants needed to synthesize it. The reactants are: B(Br)(Br)Br.C[O:6][C:7]1[CH:12]=[CH:11][C:10]([C:13]2[CH:18]=[CH:17][CH:16]=[C:15]([C:19]([O:21][CH3:22])=[O:20])[CH:14]=2)=[CH:9][C:8]=1[CH3:23].CO.